Dataset: Catalyst prediction with 721,799 reactions and 888 catalyst types from USPTO. Task: Predict which catalyst facilitates the given reaction. (1) Reactant: C[C:2](CC(C)C)=[O:3].[CH2:8]([C:12]1[N:13]([CH2:20][C:21]2[CH:26]=[CH:25][C:24]([C:27]3[CH:32]=[CH:31][CH:30]=[CH:29][C:28]=3[C:33]3[N:34]=[N:35][N:36](C(C4C=CC=CC=4)(C4C=CC=CC=4)C4C=CC=CC=4)[N:37]=3)=[CH:23][CH:22]=2)[CH2:14][C:15]([Cl:19])(CO)[N:16]=1)[CH2:9][CH2:10][CH3:11].[OH-].[K+:58].C. Product: [CH3:11][CH2:10][CH2:9][CH2:8][C:12]1[N:13]([CH2:20][C:21]2[CH:22]=[CH:23][C:24]([C:27]3[CH:32]=[CH:31][CH:30]=[CH:29][C:28]=3[C:33]3[N:34]=[N:35][N-:36][N:37]=3)=[CH:25][CH:26]=2)[C:14]([CH2:2][OH:3])=[C:15]([Cl:19])[N:16]=1.[K+:58]. The catalyst class is: 51. (2) Reactant: [CH3:1][C:2]([CH3:27])=[CH:3][C:4]1[N:8]2[C:9]3[CH:10]=[CH:11][CH:12]=[C:13]([C:21]4[CH:26]=[CH:25][CH:24]=[CH:23][CH:22]=4)[C:14]=3[C:15]3[CH:16]=[CH:17][CH:18]=[CH:19][C:20]=3[C:7]2=[N:6][CH:5]=1.[Cl-].[Cl-].[Cl-].[Al+3]. Product: [CH3:1][C:2]1([CH3:27])[C:10]2[CH:11]=[CH:12][C:13]([C:21]3[CH:26]=[CH:25][CH:24]=[CH:23][CH:22]=3)=[C:14]3[C:9]=2[N:8]2[C:7](=[N:6][CH:5]=[C:4]2[CH2:3]1)[C:20]1[CH:19]=[CH:18][CH:17]=[CH:16][C:15]=13. The catalyst class is: 2. (3) Reactant: [C:1]([O:6][CH:7]([CH2:14][CH3:15])[C:8]([C:11]([OH:13])=[O:12])([F:10])[F:9])(=[O:5])[C:2]([CH3:4])=[CH2:3].[OH-].[Na+].[Br-].[C:19]1([S+:25]([C:32]2[CH:37]=[CH:36][CH:35]=[CH:34][CH:33]=2)[C:26]2[CH:31]=[CH:30][CH:29]=[CH:28][CH:27]=2)[CH:24]=[CH:23][CH:22]=[CH:21][CH:20]=1. Product: [F:9][C:8]([F:10])([CH:7]([O:6][C:1](=[O:5])[C:2]([CH3:4])=[CH2:3])[CH2:14][CH3:15])[C:11]([O-:13])=[O:12].[C:32]1([S+:25]([C:19]2[CH:20]=[CH:21][CH:22]=[CH:23][CH:24]=2)[C:26]2[CH:31]=[CH:30][CH:29]=[CH:28][CH:27]=2)[CH:33]=[CH:34][CH:35]=[CH:36][CH:37]=1. The catalyst class is: 22. (4) The catalyst class is: 4. Product: [F:28][C:25]1[C:26]2[CH:16]([CH2:15][N:12]3[CH2:13][CH2:14][C@H:10]([CH2:9][NH2:5])[CH2:11]3)[CH2:17][N:18]3[C:27]=2[C:22]([CH:21]=[CH:20][C:19]3=[O:29])=[CH:23][CH:24]=1. Reactant: CC([N:5]([CH2:9][C@@H:10]1[CH2:14][CH2:13][N:12]([CH2:15][CH:16]2[C:26]3=[C:27]4[C:22](=[CH:23][CH:24]=[C:25]3[F:28])[CH:21]=[CH:20][C:19](=[O:29])[N:18]4[CH2:17]2)[CH2:11]1)C(=O)[O-])(C)C.FC(F)(F)C(O)=O. (5) The catalyst class is: 1. Product: [F:23][C:22]([F:25])([F:24])[S:19]([O:11][C:6]1[C:5]2[CH:4]=[N:3][N:2]([CH3:1])[C:10]=2[CH2:9][CH2:8][CH:7]=1)(=[O:21])=[O:20]. Reactant: [CH3:1][N:2]1[C:10]2[CH2:9][CH2:8][CH2:7][C:6](=[O:11])[C:5]=2[CH:4]=[N:3]1.C1(N([S:19]([C:22]([F:25])([F:24])[F:23])(=[O:21])=[O:20])[S:19]([C:22]([F:25])([F:24])[F:23])(=[O:21])=[O:20])C=CC=CC=1.C[Si]([N-][Si](C)(C)C)(C)C.[K+]. (6) Reactant: [C:1]([N:5]1[CH2:10][CH2:9][CH2:8][C@@H:7]([N:11]2[C:15]3[CH:16]=[CH:17][C:18]([C:20](O)=[O:21])=[CH:19][C:14]=3[N:13]=[C:12]2[NH:23][C:24](=[O:35])[C:25]2[CH:30]=[CH:29][CH:28]=[C:27]([C:31]([F:34])([F:33])[F:32])[CH:26]=2)[CH2:6]1)(=[O:4])[CH:2]=[CH2:3].[NH4+].[Cl-].OC1C2N=N[NH:44]C=2C=CC=1.Cl.C(N=C=NCCCN(C)C)C. Product: [C:1]([N:5]1[CH2:10][CH2:9][CH2:8][C@@H:7]([N:11]2[C:15]3[CH:16]=[CH:17][C:18]([C:20]([NH2:44])=[O:21])=[CH:19][C:14]=3[N:13]=[C:12]2[NH:23][C:24](=[O:35])[C:25]2[CH:30]=[CH:29][CH:28]=[C:27]([C:31]([F:32])([F:34])[F:33])[CH:26]=2)[CH2:6]1)(=[O:4])[CH:2]=[CH2:3]. The catalyst class is: 18. (7) Reactant: C[O:2][C:3](=[O:34])[CH2:4][CH2:5][NH:6][C:7](=[O:33])[C:8]1[CH:13]=[CH:12][C:11]([O:14][CH2:15][C:16]2[CH:21]=[CH:20][C:19]([C:22]3[CH:27]=[CH:26][C:25]([C:28]([F:31])([F:30])[F:29])=[CH:24][CH:23]=3)=[CH:18][C:17]=2[CH3:32])=[CH:10][CH:9]=1.[OH-].[Na+].Cl. Product: [CH3:32][C:17]1[CH:18]=[C:19]([C:22]2[CH:23]=[CH:24][C:25]([C:28]([F:29])([F:31])[F:30])=[CH:26][CH:27]=2)[CH:20]=[CH:21][C:16]=1[CH2:15][O:14][C:11]1[CH:12]=[CH:13][C:8]([C:7]([NH:6][CH2:5][CH2:4][C:3]([OH:34])=[O:2])=[O:33])=[CH:9][CH:10]=1. The catalyst class is: 1.